This data is from Full USPTO retrosynthesis dataset with 1.9M reactions from patents (1976-2016). The task is: Predict the reactants needed to synthesize the given product. (1) Given the product [CH3:25][N:11]([CH2:12][C:13]1([C:19]([OH:21])=[O:20])[CH2:14][CH2:15][O:16][CH2:17][CH2:18]1)[S:8]([C:5]1[CH:4]=[CH:3][C:2]([CH3:1])=[CH:7][CH:6]=1)(=[O:9])=[O:10], predict the reactants needed to synthesize it. The reactants are: [CH3:1][C:2]1[CH:7]=[CH:6][C:5]([S:8]([NH:11][CH2:12][C:13]2([C:19]([OH:21])=[O:20])[CH2:18][CH2:17][O:16][CH2:15][CH2:14]2)(=[O:10])=[O:9])=[CH:4][CH:3]=1.[OH-].[Na+].I[CH3:25]. (2) Given the product [CH3:37][C:36]([Si:40]([CH3:43])([CH3:42])[O:35][C@H:10]1[C@@H:9]([NH:8][C:6]([O:5][C:2]([CH3:3])([CH3:4])[CH3:1])=[O:7])[CH2:18][C:17]2[N:16]=[CH:15][C:14]([NH:19][C:20]3[C:25]([NH:26][CH2:27][C:28]([O:30][CH2:31][CH3:32])=[O:29])=[CH:24][CH:23]=[C:22]([O:33][CH3:34])[N:21]=3)=[CH:13][C:12]=2[CH2:11]1)([CH3:39])[CH3:38], predict the reactants needed to synthesize it. The reactants are: [CH3:1][C:2]([O:5][C:6]([NH:8][C@H:9]1[CH2:18][C:17]2[N:16]=[CH:15][C:14]([NH:19][C:20]3[C:25]([NH:26][CH2:27][C:28]([O:30][CH2:31][CH3:32])=[O:29])=[CH:24][CH:23]=[C:22]([O:33][CH3:34])[N:21]=3)=[CH:13][C:12]=2[CH2:11][C@H:10]1[OH:35])=[O:7])([CH3:4])[CH3:3].[C:36]([Si:40]([CH3:43])([CH3:42])Cl)([CH3:39])([CH3:38])[CH3:37].N1C=CN=C1. (3) Given the product [I-:14].[Cl:1][C:2]1[CH:11]=[C:10]2[C:5]([C:6]([CH3:12])=[CH:7][CH:8]=[N+:9]2[CH3:15])=[CH:4][CH:3]=1, predict the reactants needed to synthesize it. The reactants are: [Cl:1][C:2]1[CH:11]=[C:10]2[C:5]([C:6]([CH3:12])=[CH:7][CH:8]=[N:9]2)=[CH:4][CH:3]=1.C[I:14].[CH2:15](OCC)C. (4) Given the product [Br:6][CH2:7][C@@H:8]([OH:15])[CH2:9][C:10]([O:12][CH2:13][CH3:14])=[O:11], predict the reactants needed to synthesize it. The reactants are: P([O-])([O-])([O-])=O.[Br:6][CH2:7][C:8](=[O:15])[CH2:9][C:10]([O:12][CH2:13][CH3:14])=[O:11].C1C=[N+]([C@@H]2O[C@H](COP(OP(OC[C@H]3O[C@@H](N4C5N=CN=C(N)C=5N=C4)[C@H](OP(O)(O)=O)[C@@H]3O)(O)=O)(O)=O)[C@@H](O)[C@H]2O)C=C(C(N)=O)C=1.O=C[C@@H]([C@H]([C@@H]([C@@H](CO)O)O)O)O.BrCC(O)CC(OCC)=O.ClCC(O)CC(OCC)=O. (5) Given the product [C:1]([O:5][C:6](=[O:25])[CH2:7][N:8]1[C:13](=[O:14])[CH:12]=[CH:11][C:10]([C:15]([OH:17])=[O:16])=[CH:9]1)([CH3:4])([CH3:2])[CH3:3], predict the reactants needed to synthesize it. The reactants are: [C:1]([O:5][C:6](=[O:25])[CH2:7][N:8]1[C:13](=[O:14])[CH:12]=[CH:11][C:10]([C:15]([O:17]CC2C=CC=CC=2)=[O:16])=[CH:9]1)([CH3:4])([CH3:3])[CH3:2]. (6) Given the product [CH3:19][O:20][C:21](=[O:34])[C:22]([CH3:33])([CH3:32])[CH2:23][F:1], predict the reactants needed to synthesize it. The reactants are: [F-:1].C([N+](CCCC)(CCCC)CCCC)CCC.[CH3:19][O:20][C:21](=[O:34])[C:22]([CH3:33])([CH3:32])[CH2:23]OS(C(F)(F)F)(=O)=O.